Dataset: NCI-60 drug combinations with 297,098 pairs across 59 cell lines. Task: Regression. Given two drug SMILES strings and cell line genomic features, predict the synergy score measuring deviation from expected non-interaction effect. Drug 1: CC(C1=C(C=CC(=C1Cl)F)Cl)OC2=C(N=CC(=C2)C3=CN(N=C3)C4CCNCC4)N. Drug 2: CC1C(C(CC(O1)OC2CC(OC(C2O)C)OC3=CC4=CC5=C(C(=O)C(C(C5)C(C(=O)C(C(C)O)O)OC)OC6CC(C(C(O6)C)O)OC7CC(C(C(O7)C)O)OC8CC(C(C(O8)C)O)(C)O)C(=C4C(=C3C)O)O)O)O. Cell line: HOP-62. Synergy scores: CSS=11.9, Synergy_ZIP=0.627, Synergy_Bliss=9.63, Synergy_Loewe=7.98, Synergy_HSA=7.64.